From a dataset of Catalyst prediction with 721,799 reactions and 888 catalyst types from USPTO. Predict which catalyst facilitates the given reaction. (1) Reactant: [N+:1]([C:4]1[CH:9]=[CH:8][C:7]([S:10](Cl)(=[O:12])=[O:11])=[CH:6][CH:5]=1)([O-:3])=[O:2].[OH:14][CH:15]1[CH2:20][CH2:19][NH:18][CH2:17][CH2:16]1.C(N(CC)CC)C.O. Product: [N+:1]([C:4]1[CH:9]=[CH:8][C:7]([S:10]([N:18]2[CH2:19][CH2:20][CH:15]([OH:14])[CH2:16][CH2:17]2)(=[O:12])=[O:11])=[CH:6][CH:5]=1)([O-:3])=[O:2]. The catalyst class is: 91. (2) Reactant: [CH2:1]([Mg]Cl)[CH2:2][CH3:3].Cl[C:7]1[CH:8]=[C:9]([CH:14]=[CH:15][N:16]=1)[C:10]([O:12][CH3:13])=[O:11].CN1C(=O)CCC1. Product: [CH2:1]([C:7]1[CH:8]=[C:9]([CH:14]=[CH:15][N:16]=1)[C:10]([O:12][CH3:13])=[O:11])[CH2:2][CH3:3]. The catalyst class is: 680. (3) Reactant: [F:1][C:2]1[CH:7]=[CH:6][C:5]([N:8]2[C:12]([CH3:13])=[CH:11][C:10]([CH:14]=[O:15])=[C:9]2[CH3:16])=[C:4]([C:17]([F:20])([F:19])[F:18])[CH:3]=1.[O-:21][Mn](=O)(=O)=O.[K+].OO. Product: [F:1][C:2]1[CH:7]=[CH:6][C:5]([N:8]2[C:12]([CH3:13])=[CH:11][C:10]([C:14]([OH:21])=[O:15])=[C:9]2[CH3:16])=[C:4]([C:17]([F:20])([F:18])[F:19])[CH:3]=1. The catalyst class is: 21. (4) Reactant: [C:1]([N:8]1[CH2:13][CH:12]=[C:11](B2OC(C)(C)C(C)(C)O2)[CH2:10][CH2:9]1)([O:3][C:4]([CH3:7])([CH3:6])[CH3:5])=[O:2].Br[C:24]1[CH:29]=[CH:28][C:27]([N+:30]([O-:32])=[O:31])=[CH:26][N:25]=1.C([O-])([O-])=O.[Na+].[Na+]. Product: [N+:30]([C:27]1[CH:28]=[CH:29][C:24]([C:11]2[CH2:10][CH2:9][N:8]([C:1]([O:3][C:4]([CH3:5])([CH3:6])[CH3:7])=[O:2])[CH2:13][CH:12]=2)=[N:25][CH:26]=1)([O-:32])=[O:31]. The catalyst class is: 658.